Dataset: Catalyst prediction with 721,799 reactions and 888 catalyst types from USPTO. Task: Predict which catalyst facilitates the given reaction. (1) Reactant: [F:1][C:2]1[CH:8]=[CH:7][C:5]([NH2:6])=[CH:4][CH:3]=1.C[Al](C)C.[O:13]1[C:23]23[C@@H:18]([CH2:19][CH2:20][CH2:21][CH2:22]2)[CH2:17][O:16][CH2:15][C@H:14]13. Product: [F:1][C:2]1[CH:8]=[CH:7][C:5]([NH:6][C@H:14]2[C@:23]3([OH:13])[C@H:18]([CH2:19][CH2:20][CH2:21][CH2:22]3)[CH2:17][O:16][CH2:15]2)=[CH:4][CH:3]=1. The catalyst class is: 2. (2) Reactant: [C:1]([C:3]1[CH:4]=[C:5]([C@H:10]2[CH2:14][C@H:13]([F:15])[CH2:12][N:11]2C(OC(C)(C)C)=O)[CH:6]=[C:7]([F:9])[CH:8]=1)#[N:2].C(O)(C(F)(F)F)=O. Product: [F:9][C:7]1[CH:8]=[C:3]([CH:4]=[C:5]([C@H:10]2[CH2:14][C@H:13]([F:15])[CH2:12][NH:11]2)[CH:6]=1)[C:1]#[N:2]. The catalyst class is: 2. (3) Reactant: [F:1][CH:2]([F:60])[C:3]1[N:7]=[C:6]([C:8]2[CH:13]=[CH:12][C:11]([NH:14][C:15](=[O:59])[C@@H:16]([NH:41][C:42]([C@H:44]3[CH2:49][CH2:48][C@H:47]([CH2:50][NH:51]C(=O)OC(C)(C)C)[CH2:46][CH2:45]3)=[O:43])[CH2:17][C:18]3[CH:23]=[CH:22][C:21]([C:24]4[CH:29]=[CH:28][C:27]([C:30](=[O:39])[NH:31][CH:32]5[CH2:37][CH2:36][CH2:35][NH:34][C:33]5=[O:38])=[CH:26][C:25]=4[CH3:40])=[CH:20][CH:19]=3)=[CH:10][CH:9]=2)[NH:5][N:4]=1.[ClH:61]. Product: [ClH:61].[NH2:51][CH2:50][C@H:47]1[CH2:46][CH2:45][C@H:44]([C:42]([NH:41][C@H:16]([C:15]([NH:14][C:11]2[CH:10]=[CH:9][C:8]([C:6]3[NH:5][N:4]=[C:3]([CH:2]([F:60])[F:1])[N:7]=3)=[CH:13][CH:12]=2)=[O:59])[CH2:17][C:18]2[CH:23]=[CH:22][C:21]([C:24]3[CH:29]=[CH:28][C:27]([C:30]([NH:31][CH:32]4[CH2:37][CH2:36][CH2:35][NH:34][C:33]4=[O:38])=[O:39])=[CH:26][C:25]=3[CH3:40])=[CH:20][CH:19]=2)=[O:43])[CH2:49][CH2:48]1. The catalyst class is: 12. (4) Reactant: CO[CH:3](OC)[N:4]([CH3:6])[CH3:5].[NH2:9][C:10]1[C:15]2[C:16]([C:19]3[CH:24]=[CH:23][C:22]([NH:25][C:26]([C:28]4[N:29]([CH3:37])[C:30]5[C:35]([CH:36]=4)=[CH:34][CH:33]=[CH:32][CH:31]=5)=[O:27])=[C:21]([O:38][CH3:39])[CH:20]=3)=[CH:17][S:18][C:14]=2[C:13]([N:40]=[C:41]([C:48]2[CH:53]=[CH:52][CH:51]=[CH:50][CH:49]=2)[C:42]2[CH:47]=[CH:46][CH:45]=[CH:44][CH:43]=2)=[CH:12][N:11]=1. Product: [CH3:3][N:4]([CH:6]=[N:9][C:10]1[C:15]2[C:16]([C:19]3[CH:24]=[CH:23][C:22]([NH:25][C:26]([C:28]4[N:29]([CH3:37])[C:30]5[C:35]([CH:36]=4)=[CH:34][CH:33]=[CH:32][CH:31]=5)=[O:27])=[C:21]([O:38][CH3:39])[CH:20]=3)=[CH:17][S:18][C:14]=2[C:13]([N:40]=[C:41]([C:48]2[CH:53]=[CH:52][CH:51]=[CH:50][CH:49]=2)[C:42]2[CH:43]=[CH:44][CH:45]=[CH:46][CH:47]=2)=[CH:12][N:11]=1)[CH3:5]. The catalyst class is: 9. (5) Reactant: C1C=CC=CC=1.[CH2:7]([O:10][C:11]1[C:12]([NH2:21])=[CH:13][C:14]2[C:19]([CH:20]=1)=[CH:18][CH:17]=[CH:16][CH:15]=2)[CH2:8][CH3:9].[C:22]([CH:25]([C:31]1[CH:36]=[CH:35][C:34]([O:37][CH3:38])=[CH:33][CH:32]=1)[C:26](OCC)=[O:27])(=O)[CH3:23].C(OCC)(=O)C. Product: [CH3:38][O:37][C:34]1[CH:35]=[CH:36][C:31]([C:25]2[C:26](=[O:27])[C:13]3[C:14]4[CH:15]=[CH:16][CH:17]=[CH:18][C:19]=4[CH:20]=[C:11]([O:10][CH2:7][CH2:8][CH3:9])[C:12]=3[NH:21][C:22]=2[CH3:23])=[CH:32][CH:33]=1. The catalyst class is: 81. (6) Reactant: [Cl:1][C:2]1[N:7]=[C:6](I)[C:5]([OH:9])=[CH:4][CH:3]=1.[CH3:10][Si:11]([CH3:29])([CH3:28])[CH2:12][CH2:13][O:14][CH2:15][N:16]1[C:20]2=[N:21][CH:22]=[CH:23][CH:24]=[C:19]2[CH:18]=[C:17]1B(O)O. Product: [Cl:1][C:2]1[N:7]=[C:6]([C:17]2[N:16]([CH2:15][O:14][CH2:13][CH2:12][Si:11]([CH3:29])([CH3:28])[CH3:10])[C:20]3=[N:21][CH:22]=[CH:23][CH:24]=[C:19]3[CH:18]=2)[C:5]([OH:9])=[CH:4][CH:3]=1. The catalyst class is: 75. (7) Reactant: CON(C)[C:4]([C:6]1[N:7]=[C:8]([C:18]2[CH:23]=[CH:22][CH:21]=[CH:20][C:19]=2[O:24][CH3:25])[N:9]([C:11]2[CH:16]=[CH:15][C:14]([CH3:17])=[CH:13][CH:12]=2)[CH:10]=1)=[O:5].[CH3:27][O:28][C:29]1[CH:34]=[CH:33][C:32]([Mg]Br)=[CH:31][CH:30]=1. Product: [CH3:27][O:28][C:29]1[CH:34]=[CH:33][C:32]([C:4]([C:6]2[N:7]=[C:8]([C:18]3[CH:23]=[CH:22][CH:21]=[CH:20][C:19]=3[O:24][CH3:25])[N:9]([C:11]3[CH:12]=[CH:13][C:14]([CH3:17])=[CH:15][CH:16]=3)[CH:10]=2)=[O:5])=[CH:31][CH:30]=1. The catalyst class is: 1.